This data is from Forward reaction prediction with 1.9M reactions from USPTO patents (1976-2016). The task is: Predict the product of the given reaction. (1) Given the reactants [Cl:1][C:2]1[CH:3]=[CH:4][C:5]([C:40]#[N:41])=[C:6]([C:8]2[C:13]([O:14][CH3:15])=[CH:12][N:11]([CH:16]([CH2:33][CH:34]3[CH2:38][CH2:37][O:36][CH2:35]3)[C:17]([NH:19][C:20]3[CH:32]=[CH:31][C:23]([C:24]([O:26]C(C)(C)C)=[O:25])=[CH:22][CH:21]=3)=[O:18])[C:10](=[O:39])[CH:9]=2)[CH:7]=1.C(O)(C(F)(F)F)=O, predict the reaction product. The product is: [Cl:1][C:2]1[CH:3]=[CH:4][C:5]([C:40]#[N:41])=[C:6]([C:8]2[C:13]([O:14][CH3:15])=[CH:12][N:11]([CH:16]([CH2:33][CH:34]3[CH2:38][CH2:37][O:36][CH2:35]3)[C:17]([NH:19][C:20]3[CH:32]=[CH:31][C:23]([C:24]([OH:26])=[O:25])=[CH:22][CH:21]=3)=[O:18])[C:10](=[O:39])[CH:9]=2)[CH:7]=1. (2) Given the reactants CO[C:3](=[O:40])[CH2:4][O:5][C:6]1[CH:11]=[CH:10][C:9]([F:12])=[C:8]([CH2:13][C:14]2[C:22]3[C:17](=[N:18][CH:19]=[C:20]([C:23]4[CH:24]=[N:25][CH:26]=[CH:27][CH:28]=4)[CH:21]=3)[N:16]([Si](C(C)C)(C(C)C)C(C)C)[CH:15]=2)[C:7]=1[F:39].[CH2:41]([NH2:48])[C:42]1[CH:47]=[CH:46][CH:45]=[CH:44][CH:43]=1.CCCC[N+](CCCC)(CCCC)CCCC.[F-], predict the reaction product. The product is: [CH2:41]([NH:48][C:3](=[O:40])[CH2:4][O:5][C:6]1[CH:11]=[CH:10][C:9]([F:12])=[C:8]([CH2:13][C:14]2[C:22]3[C:17](=[N:18][CH:19]=[C:20]([C:23]4[CH:24]=[N:25][CH:26]=[CH:27][CH:28]=4)[CH:21]=3)[NH:16][CH:15]=2)[C:7]=1[F:39])[C:42]1[CH:47]=[CH:46][CH:45]=[CH:44][CH:43]=1. (3) Given the reactants [C:1]([C@H:5]1[CH2:10][CH2:9][C@H:8]([O:11][C:12]2[C:13]([C:33]([F:36])([F:35])[F:34])=[C:14]3[C:19](=[CH:20][CH:21]=2)[CH:18]=[C:17]([C:22]2([NH:26]S(C(C)(C)C)=O)[CH2:25][O:24][CH2:23]2)[CH:16]=[CH:15]3)[CH2:7][CH2:6]1)([CH3:4])([CH3:3])[CH3:2].C(Cl)Cl.Cl.CCOCC, predict the reaction product. The product is: [C:1]([C@H:5]1[CH2:6][CH2:7][C@H:8]([O:11][C:12]2[C:13]([C:33]([F:36])([F:34])[F:35])=[C:14]3[C:19](=[CH:20][CH:21]=2)[CH:18]=[C:17]([C:22]2([NH2:26])[CH2:23][O:24][CH2:25]2)[CH:16]=[CH:15]3)[CH2:9][CH2:10]1)([CH3:4])([CH3:2])[CH3:3]. (4) Given the reactants [CH:1]([C:4]1[CH:11]=[CH:10][C:7]([CH:8]=O)=[CH:6][CH:5]=1)([CH3:3])[CH3:2].[NH2:12][C:13]1[N:14]=[N:15][C:16]([CH3:19])=[CH:17][CH:18]=1.C([O:22][C:23](=O)[C:24]([OH:35])=[CH:25][C:26]([C:28]1[CH:33]=[CH:32][CH:31]=[C:30]([Cl:34])[CH:29]=1)=[O:27])C, predict the reaction product. The product is: [Cl:34][C:30]1[CH:29]=[C:28]([CH:33]=[CH:32][CH:31]=1)[C:26]([C:25]1[CH:8]([C:7]2[CH:10]=[CH:11][C:4]([CH:1]([CH3:3])[CH3:2])=[CH:5][CH:6]=2)[N:12]([C:13]2[N:14]=[N:15][C:16]([CH3:19])=[CH:17][CH:18]=2)[C:23](=[O:22])[C:24]=1[OH:35])=[O:27]. (5) Given the reactants [F:1][C:2]1[CH:3]=[CH:4][C:5]([O:16][CH3:17])=[C:6]([CH2:8][CH2:9][CH:10]([OH:15])[CH2:11][CH2:12][CH:13]=[CH2:14])[CH:7]=1.[Br:18]N1C(=O)CCC1=O, predict the reaction product. The product is: [Br:18][CH2:14][CH:13]1[CH2:12][CH2:11][CH:10]([CH2:9][CH2:8][C:6]2[CH:7]=[C:2]([F:1])[CH:3]=[CH:4][C:5]=2[O:16][CH3:17])[O:15]1. (6) Given the reactants [N:1]1([CH2:6][CH2:7][CH2:8][CH2:9][C:10]2[CH:25]=[CH:24][C:13]([O:14][CH2:15][C:16]3[O:17][CH:18]=[C:19]([C:21]([OH:23])=O)[N:20]=3)=[CH:12][CH:11]=2)[CH:5]=[CH:4][N:3]=[N:2]1.Cl.CN(C)CCCN=C=NCC.O.ON1C2C=CC=CC=2N=N1.C(N(CC)CC)C.[Cl:56][C:57]1[CH:62]=[CH:61][C:60]([NH:63][CH3:64])=[CH:59][CH:58]=1.Cl, predict the reaction product. The product is: [Cl:56][C:57]1[CH:62]=[CH:61][C:60]([N:63]([CH3:64])[C:21]([C:19]2[N:20]=[C:16]([CH2:15][O:14][C:13]3[CH:12]=[CH:11][C:10]([CH2:9][CH2:8][CH2:7][CH2:6][N:1]4[CH:5]=[CH:4][N:3]=[N:2]4)=[CH:25][CH:24]=3)[O:17][CH:18]=2)=[O:23])=[CH:59][CH:58]=1. (7) Given the reactants C([O-])([O-])=O.[K+].[K+].[F:7][C:8]([F:20])([F:19])[C:9]1[C:13]([C:14]([O:16][CH2:17][CH3:18])=[O:15])=[CH:12][NH:11][N:10]=1.CN[C@H]1CCCC[C@@H]1NC.Br[C:32]1[CH:37]=[CH:36][CH:35]=[CH:34][C:33]=1[OH:38], predict the reaction product. The product is: [OH:38][C:33]1[CH:34]=[CH:35][CH:36]=[CH:37][C:32]=1[N:11]1[CH:12]=[C:13]([C:14]([O:16][CH2:17][CH3:18])=[O:15])[C:9]([C:8]([F:7])([F:19])[F:20])=[N:10]1.